From a dataset of Peptide-MHC class I binding affinity with 185,985 pairs from IEDB/IMGT. Regression. Given a peptide amino acid sequence and an MHC pseudo amino acid sequence, predict their binding affinity value. This is MHC class I binding data. (1) The peptide sequence is AVFKDSFLGK. The MHC is HLA-B18:01 with pseudo-sequence HLA-B18:01. The binding affinity (normalized) is 0. (2) The peptide sequence is VPSLQYLAL. The MHC is HLA-B54:01 with pseudo-sequence HLA-B54:01. The binding affinity (normalized) is 0.152. (3) The peptide sequence is STYFPCFTA. The MHC is Mamu-A2601 with pseudo-sequence Mamu-A2601. The binding affinity (normalized) is 0.117. (4) The peptide sequence is LAYARGQAM. The MHC is HLA-B18:01 with pseudo-sequence HLA-B18:01. The binding affinity (normalized) is 0.213. (5) The peptide sequence is RFRCVGPAP. The MHC is HLA-A02:06 with pseudo-sequence HLA-A02:06. The binding affinity (normalized) is 0.0847.